From a dataset of Peptide-MHC class I binding affinity with 185,985 pairs from IEDB/IMGT. Regression. Given a peptide amino acid sequence and an MHC pseudo amino acid sequence, predict their binding affinity value. This is MHC class I binding data. (1) The peptide sequence is YLPEVISTI. The MHC is BoLA-JSP.1 with pseudo-sequence BoLA-JSP.1. The binding affinity (normalized) is 0.101. (2) The binding affinity (normalized) is 0.0847. The peptide sequence is EPFSRRHPL. The MHC is HLA-A02:06 with pseudo-sequence HLA-A02:06.